Dataset: Catalyst prediction with 721,799 reactions and 888 catalyst types from USPTO. Task: Predict which catalyst facilitates the given reaction. (1) Reactant: [F:1][C:2]1[CH:7]=[C:6]([CH2:8][NH:9][CH3:10])[CH:5]=[CH:4][C:3]=1[CH2:11][OH:12].C(N(CC)CC)C.[CH3:32][C:31]([O:30][C:28](O[C:28]([O:30][C:31]([CH3:34])([CH3:33])[CH3:32])=[O:29])=[O:29])([CH3:34])[CH3:33].O. Product: [F:1][C:2]1[CH:7]=[C:6]([CH2:8][N:9]([CH3:10])[C:28](=[O:29])[O:30][C:31]([CH3:32])([CH3:33])[CH3:34])[CH:5]=[CH:4][C:3]=1[CH2:11][OH:12]. The catalyst class is: 1. (2) Reactant: [N:1]1[C:10]2[C:5](=[C:6]([N:11]3[C:15]([NH2:16])=[CH:14][CH:13]=[N:12]3)[CH:7]=[CH:8][CH:9]=2)[CH:4]=[CH:3][CH:2]=1.[C:17]([C:21]1[CH:26]=[CH:25][C:24]([S:27](Cl)(=[O:29])=[O:28])=[CH:23][CH:22]=1)([CH3:20])([CH3:19])[CH3:18].C(=O)(O)[O-].[Na+]. Product: [C:17]([C:21]1[CH:26]=[CH:25][C:24]([S:27]([NH:16][C:15]2[N:11]([C:6]3[CH:7]=[CH:8][CH:9]=[C:10]4[C:5]=3[CH:4]=[CH:3][CH:2]=[N:1]4)[N:12]=[CH:13][CH:14]=2)(=[O:29])=[O:28])=[CH:23][CH:22]=1)([CH3:20])([CH3:18])[CH3:19]. The catalyst class is: 377. (3) Reactant: [NH2:1][CH:2]([C:7]([OH:9])=[O:8])[CH2:3][CH:4]([CH3:6])[CH3:5].[CH2:10](O)[CH2:11][CH2:12][CH2:13][CH2:14][CH2:15][CH2:16][CH2:17][CH2:18][CH2:19][CH2:20][CH3:21].CC1C=CC(S(O)(=O)=O)=CC=1. Product: [NH2:1][CH:2]([CH2:3][CH:4]([CH3:6])[CH3:5])[C:7]([O:9][CH2:21][CH2:20][CH2:19][CH2:18][CH2:17][CH2:16][CH2:15][CH2:14][CH2:13][CH2:12][CH2:11][CH3:10])=[O:8]. The catalyst class is: 11. (4) Reactant: [CH2:1]([O:8][C:9]1[CH:14]=[CH:13][C:12]([CH:15]([OH:22])[CH2:16][NH:17][C:18](=O)[CH2:19][CH3:20])=[CH:11][CH:10]=1)[C:2]1[CH:7]=[CH:6][CH:5]=[CH:4][CH:3]=1. Product: [CH2:1]([O:8][C:9]1[CH:10]=[CH:11][C:12]([CH:15]([OH:22])[CH2:16][NH:17][CH2:18][CH2:19][CH3:20])=[CH:13][CH:14]=1)[C:2]1[CH:3]=[CH:4][CH:5]=[CH:6][CH:7]=1. The catalyst class is: 1. (5) Reactant: [K+].[Br-].[CH3:3][C:4]1[S:8][CH:7]=[C:6](/[CH:9]=[C:10](/[C@H:12]2[O:30][C:28](=[O:29])[CH2:27][C@H:26]([OH:31])[C@H:25]([CH3:32])[C:23](=[O:24])[C@H:22]([CH3:33])[C@@H:21]([OH:34])[C@@H:20]([CH3:35])[CH2:19][CH2:18][CH2:17][C@H:15]3O[C@H:14]3[CH2:13]2)\[CH3:11])[N:5]=1.[CH3:36]C1SC=C(/C=C/[C@H]2OC(=O)C[C@H](O)C(C)(C)C(=O)[C@H](C)[C@@H](O)[C@@H](C)CCC[C@H]3O[C@H]3C2)N=1.CC1SC=C(/C=C(/[C@H]2OC(=O)C[C@H](O)[C@H](C)C(=O)[C@H](C)[C@@H](O)[C@@H](C)CCCC(C)=CC2)\C)N=1.CC1OC=C(/C=C(/[C@H]2OC(=O)C[C@H](O)C(C)(C)C(=O)[C@H](C)[C@@H](O)[C@@H](C)CCCC=CC2)\C)N=1. Product: [CH3:3][C:4]1[S:8][CH:7]=[C:6](/[CH:9]=[C:10](/[C@H:12]2[O:30][C:28](=[O:29])[CH2:27][C@H:26]([OH:31])[C:25]([CH3:32])([CH3:36])[C:23](=[O:24])[C@H:22]([CH3:33])[C@@H:21]([OH:34])[C:20]([CH3:35])=[CH:19][CH2:18][CH2:17][CH:15]=[CH:14][CH2:13]2)\[CH3:11])[N:5]=1. The catalyst class is: 5. (6) Reactant: Br[C:2]1[C:7]([CH3:8])=[CH:6][CH:5]=[CH:4][N:3]=1. Product: [CH3:8][C:7]1[C:2]([C:2]2[CH:7]=[CH:6][CH:5]=[CH:4][N:3]=2)=[N:3][CH:4]=[CH:5][CH:6]=1. The catalyst class is: 7. (7) Reactant: [CH2:1]([N:8]1[CH2:13][CH2:12][CH2:11][C@@H:10]([O:14][C:15]2[C:27](Cl)=[CH:26][C:18]([C:19]([O:21][C:22]([CH3:25])([CH3:24])[CH3:23])=[O:20])=[C:17]([F:29])[CH:16]=2)[CH2:9]1)[C:2]1[CH:7]=[CH:6][CH:5]=[CH:4][CH:3]=1.[CH:30]1(B(O)O)[CH2:32][CH2:31]1.[O-]P([O-])([O-])=O.[K+].[K+].[K+].F[B-](F)(F)F.C1([PH+](C2CCCCC2)C2CCCCC2)CCCCC1. Product: [CH2:1]([N:8]1[CH2:13][CH2:12][CH2:11][C@@H:10]([O:14][C:15]2[C:27]([CH:30]3[CH2:32][CH2:31]3)=[CH:26][C:18]([C:19]([O:21][C:22]([CH3:25])([CH3:24])[CH3:23])=[O:20])=[C:17]([F:29])[CH:16]=2)[CH2:9]1)[C:2]1[CH:7]=[CH:6][CH:5]=[CH:4][CH:3]=1. The catalyst class is: 498.